From a dataset of Full USPTO retrosynthesis dataset with 1.9M reactions from patents (1976-2016). Predict the reactants needed to synthesize the given product. Given the product [Cl:1][C:2]1[C:3]([O:9][C:10]2[CH:15]=[C:14]([O:16][CH:17]([CH3:18])[CH3:19])[CH:13]=[CH:12][C:11]=2[CH2:20][CH2:21][CH2:22][O:23][C:25]2[C:30]([CH2:31][C:32]([OH:34])=[O:33])=[CH:29][CH:28]=[CH:27][N:26]=2)=[N:4][CH:5]=[C:6]([Cl:8])[CH:7]=1, predict the reactants needed to synthesize it. The reactants are: [Cl:1][C:2]1[C:3]([O:9][C:10]2[CH:15]=[C:14]([O:16][CH:17]([CH3:19])[CH3:18])[CH:13]=[CH:12][C:11]=2[CH2:20][CH2:21][CH2:22][OH:23])=[N:4][CH:5]=[C:6]([Cl:8])[CH:7]=1.O[C:25]1[C:30]([CH2:31][C:32]([O:34]C)=[O:33])=[CH:29][CH:28]=[CH:27][N:26]=1.C(P(CCCC)CCCC)CCC.N(C(N1CCCCC1)=O)=NC(N1CCCCC1)=O.O1CCCC1CO.[OH-].[Na+].Cl.